This data is from Catalyst prediction with 721,799 reactions and 888 catalyst types from USPTO. The task is: Predict which catalyst facilitates the given reaction. Reactant: Cl[C:2]1[O:3][C:4]2[CH:10]=[CH:9][CH:8]=[CH:7][C:5]=2[N:6]=1.[CH:11]([CH:14]1[CH2:19][NH:18][CH2:17][CH2:16][NH:15]1)([CH3:13])[CH3:12]. Product: [CH:11]([CH:14]1[NH:15][CH2:16][CH2:17][N:18]([C:2]2[O:3][C:4]3[CH:10]=[CH:9][CH:8]=[CH:7][C:5]=3[N:6]=2)[CH2:19]1)([CH3:13])[CH3:12]. The catalyst class is: 614.